Regression. Given two drug SMILES strings and cell line genomic features, predict the synergy score measuring deviation from expected non-interaction effect. From a dataset of Merck oncology drug combination screen with 23,052 pairs across 39 cell lines. (1) Drug 1: CS(=O)(=O)CCNCc1ccc(-c2ccc3ncnc(Nc4ccc(OCc5cccc(F)c5)c(Cl)c4)c3c2)o1. Drug 2: COC1CC2CCC(C)C(O)(O2)C(=O)C(=O)N2CCCCC2C(=O)OC(C(C)CC2CCC(OP(C)(C)=O)C(OC)C2)CC(=O)C(C)C=C(C)C(O)C(OC)C(=O)C(C)CC(C)C=CC=CC=C1C. Cell line: MDAMB436. Synergy scores: synergy=10.0. (2) Drug 1: N.N.O=C(O)C1(C(=O)O)CCC1.[Pt]. Drug 2: Cc1nc(Nc2ncc(C(=O)Nc3c(C)cccc3Cl)s2)cc(N2CCN(CCO)CC2)n1. Cell line: MDAMB436. Synergy scores: synergy=22.8.